This data is from Forward reaction prediction with 1.9M reactions from USPTO patents (1976-2016). The task is: Predict the product of the given reaction. The product is: [F:1][C:2]1[CH:7]=[C:6]([F:8])[CH:5]=[CH:4][C:3]=1[C:9]1[CH:14]=[CH:13][CH:12]=[C:11]([N:15]2[CH2:20][CH2:19][C:18]([CH2:27][C:28]([O:30][CH3:36])=[O:29])([C:21]3[CH:26]=[CH:25][CH:24]=[CH:23][CH:22]=3)[O:17][C:16]2=[O:31])[CH:10]=1. Given the reactants [F:1][C:2]1[CH:7]=[C:6]([F:8])[CH:5]=[CH:4][C:3]=1[C:9]1[CH:14]=[CH:13][CH:12]=[C:11]([N:15]2[CH2:20][CH2:19][C:18]([CH2:27][C:28]([OH:30])=[O:29])([C:21]3[CH:26]=[CH:25][CH:24]=[CH:23][CH:22]=3)[O:17][C:16]2=[O:31])[CH:10]=1.S(Cl)(Cl)=O.[CH3:36]O, predict the reaction product.